From a dataset of Catalyst prediction with 721,799 reactions and 888 catalyst types from USPTO. Predict which catalyst facilitates the given reaction. (1) Reactant: [Cl:1][C:2]1[N:7]=[CH:6][C:5]([NH2:8])=[C:4](I)[C:3]=1[F:10].[F:11][C:12]1[C:17](B(O)O)=[CH:16][CH:15]=[CH:14][N:13]=1.[F-].[K+]. Product: [Cl:1][C:2]1[N:7]=[CH:6][C:5]([NH2:8])=[C:4]([C:17]2[C:12]([F:11])=[N:13][CH:14]=[CH:15][CH:16]=2)[C:3]=1[F:10]. The catalyst class is: 47. (2) Reactant: Br[C:2]1[C:3]([N:12]2[CH2:16][CH2:15][C@@H:14]([OH:17])[CH2:13]2)=[N:4][CH:5]=[C:6]([CH:11]=1)[C:7]([O:9][CH3:10])=[O:8].[O:18]1[CH2:23][CH2:22][CH2:21][CH2:20][CH:19]1[N:24]1[C:28](B2OC(C)(C)C(C)(C)O2)=[CH:27][CH:26]=[N:25]1.[O-]P([O-])([O-])=O.[K+].[K+].[K+]. Product: [OH:17][C@@H:14]1[CH2:15][CH2:16][N:12]([C:3]2[C:2]([C:28]3[N:24]([CH:19]4[CH2:20][CH2:21][CH2:22][CH2:23][O:18]4)[N:25]=[CH:26][CH:27]=3)=[CH:11][C:6]([C:7]([O:9][CH3:10])=[O:8])=[CH:5][N:4]=2)[CH2:13]1. The catalyst class is: 747. (3) Reactant: CC(C)([O-])C.[K+].F[C:8]1[N:13]=[CH:12][C:11]([C:14]2[CH:22]=[CH:21][C:17]([C:18]([OH:20])=O)=[CH:16][CH:15]=2)=[CH:10][CH:9]=1.[F:23][C:24]([F:38])([F:37])[C:25]1[CH:36]=[CH:35][C:28]([CH2:29][N:30]2[CH2:33][CH:32]([OH:34])[CH2:31]2)=[CH:27][CH:26]=1.[CH2:39]([CH2:41][NH2:42])[OH:40].CCN(C(C)C)C(C)C.CN(C(ON1N=NC2C=CC=NC1=2)=[N+](C)C)C.F[P-](F)(F)(F)(F)F. Product: [OH:40][CH2:39][CH2:41][NH:42][C:18](=[O:20])[C:17]1[CH:16]=[CH:15][C:14]([C:11]2[CH:12]=[N:13][C:8]([O:34][CH:32]3[CH2:33][N:30]([CH2:29][C:28]4[CH:35]=[CH:36][C:25]([C:24]([F:37])([F:23])[F:38])=[CH:26][CH:27]=4)[CH2:31]3)=[CH:9][CH:10]=2)=[CH:22][CH:21]=1. The catalyst class is: 549. (4) The catalyst class is: 5. Reactant: C([O:3][C:4]([C:6]1([S:21]([C:24]2[CH:29]=[CH:28][C:27]([O:30][CH3:31])=[CH:26][CH:25]=2)(=[O:23])=[O:22])[CH2:11][CH2:10][N:9]([CH2:12][C:13]2[CH:18]=[CH:17][C:16]([O:19][CH3:20])=[CH:15][CH:14]=2)[CH2:8][CH2:7]1)=[O:5])C.[OH-].[Na+]. Product: [CH3:31][O:30][C:27]1[CH:26]=[CH:25][C:24]([S:21]([C:6]2([C:4]([OH:5])=[O:3])[CH2:7][CH2:8][N:9]([CH2:12][C:13]3[CH:14]=[CH:15][C:16]([O:19][CH3:20])=[CH:17][CH:18]=3)[CH2:10][CH2:11]2)(=[O:22])=[O:23])=[CH:29][CH:28]=1. (5) Reactant: C(N(CC)CC)C.C[O:9][C:10]([C:12]1[CH:20]=[CH:19][C:15]([C:16](Cl)=[O:17])=[CH:14][CH:13]=1)=[O:11].[NH2:21][C:22]1[CH:23]=[C:24]([CH:37]=[CH:38][C:39]=1[CH3:40])[C:25]([NH:27][C:28]1[CH:33]=[CH:32][CH:31]=[C:30]([N:34]([CH3:36])[CH3:35])[CH:29]=1)=[O:26]. The catalyst class is: 143. Product: [C:10]([C:12]1[CH:20]=[CH:19][C:15]([C:16]([NH:21][C:22]2[CH:23]=[C:24]([CH:37]=[CH:38][C:39]=2[CH3:40])[C:25]([NH:27][C:28]2[CH:33]=[CH:32][CH:31]=[C:30]([N:34]([CH3:36])[CH3:35])[CH:29]=2)=[O:26])=[O:17])=[CH:14][CH:13]=1)([OH:9])=[O:11].